Dataset: Forward reaction prediction with 1.9M reactions from USPTO patents (1976-2016). Task: Predict the product of the given reaction. (1) Given the reactants [S:1]1[CH:5]=[CH:4][C:3]2[C:6]([NH2:10])=[CH:7][CH:8]=[CH:9][C:2]1=2.N1C=CC=CC=1.[CH3:17][S:18](Cl)(=[O:20])=[O:19], predict the reaction product. The product is: [S:1]1[CH:5]=[CH:4][C:3]2[C:6]([NH:10][S:18]([CH3:17])(=[O:20])=[O:19])=[CH:7][CH:8]=[CH:9][C:2]1=2. (2) Given the reactants C([O:4][C:5]1[CH:10]=[C:9]([N+:11]([O-:13])=[O:12])[CH:8]=[CH:7][C:6]=1[CH2:14][N:15]1C(=O)C2=CC=CC=C2C1=O)(=O)C.C(Cl)Cl.NN, predict the reaction product. The product is: [OH:4][C:5]1[CH:10]=[C:9]([N+:11]([O-:13])=[O:12])[CH:8]=[CH:7][C:6]=1[CH2:14][NH2:15]. (3) Given the reactants O=C1C=C(OCC[NH:11][C:12](N)=[NH:13])C2C=CC=CC=2O1.[F:19][C:20]([F:25])([F:24])[C:21]([OH:23])=[O:22].[NH2:26][CH2:27][CH2:28][CH2:29][O:30][C:31]1[C:36]2[CH:37]=[CH:38][CH:39]=[CH:40][C:35]=2[O:34][C:33](=[O:41])[CH:32]=1, predict the reaction product. The product is: [F:19][C:20]([F:25])([F:24])[C:21]([OH:23])=[O:22].[O:41]=[C:33]1[CH:32]=[C:31]([O:30][CH2:29][CH2:28][CH2:27][NH:26][C:12]([NH2:13])=[NH:11])[C:36]2[CH:37]=[CH:38][CH:39]=[CH:40][C:35]=2[O:34]1.